This data is from Forward reaction prediction with 1.9M reactions from USPTO patents (1976-2016). The task is: Predict the product of the given reaction. (1) The product is: [CH3:20][C:21]1([CH3:27])[CH2:25][CH2:24][CH2:23][CH:22]1[C:11]#[N:12]. Given the reactants S([CH2:11][N+:12]#[C-])(C1C=CC(C)=CC=1)(=O)=O.CC(C)([O-])C.[K+].[CH3:20][C:21]1([CH3:27])[CH2:25][CH2:24][CH2:23][C:22]1=O.Cl, predict the reaction product. (2) Given the reactants [CH2:1]([O:8][C:9]1[CH:18]=[CH:17][C:12]([C:13]([O:15]C)=[O:14])=[CH:11][C:10]=1/[C:19](/[CH3:22])=[CH:20]\[CH3:21])[C:2]1[CH:7]=[CH:6][CH:5]=[CH:4][CH:3]=1.[OH-].[K+], predict the reaction product. The product is: [CH2:1]([O:8][C:9]1[CH:18]=[CH:17][C:12]([C:13]([OH:15])=[O:14])=[CH:11][C:10]=1/[C:19](/[CH3:22])=[CH:20]\[CH3:21])[C:2]1[CH:3]=[CH:4][CH:5]=[CH:6][CH:7]=1.